From a dataset of Reaction yield outcomes from USPTO patents with 853,638 reactions. Predict the reaction yield, written as a fraction of the theoretical maximum amount of product (1.0 means a 100% yield; for example, 0.34 means a 34% yield). (1) The reactants are Cl[CH2:2][CH2:3][CH2:4][N:5]1[C:14]2[C:9](=[CH:10][C:11]([F:15])=[CH:12][CH:13]=2)[CH2:8][CH2:7][C:6]1=[O:16].[CH2:17]([CH:21]1[CH2:26][CH2:25][NH:24][CH2:23][CH2:22]1)[CH2:18][CH2:19][CH3:20].C([O-])([O-])=O.[K+].[K+]. The catalyst is CC#N. The product is [CH2:17]([CH:21]1[CH2:26][CH2:25][N:24]([CH2:2][CH2:3][CH2:4][N:5]2[C:14]3[C:9](=[CH:10][C:11]([F:15])=[CH:12][CH:13]=3)[CH2:8][CH2:7][C:6]2=[O:16])[CH2:23][CH2:22]1)[CH2:18][CH2:19][CH3:20]. The yield is 0.700. (2) The reactants are F[C:2]1[CH:7]=[CH:6][C:5]([N+:8]([O-:10])=[O:9])=[C:4]([O:11][CH3:12])[CH:3]=1.C(N(CC)CC)C.Cl.[CH3:21][NH:22][CH2:23][C:24]([O:26][C:27]([CH3:30])([CH3:29])[CH3:28])=[O:25].O. The catalyst is CS(C)=O. The product is [CH3:12][O:11][C:4]1[CH:3]=[C:2]([N:22]([CH3:21])[CH2:23][C:24]([O:26][C:27]([CH3:30])([CH3:29])[CH3:28])=[O:25])[CH:7]=[CH:6][C:5]=1[N+:8]([O-:10])=[O:9]. The yield is 0.500. (3) The reactants are [Br:1][C:2]1[CH:7]=[CH:6][C:5]([NH:8][C:9]2[C:10]([C:24]([OH:26])=O)=[CH:11][C:12]3[N:16]([CH2:17][CH2:18][CH2:19][CH:20]=[CH2:21])[CH:15]=[N:14][C:13]=3[C:22]=2[F:23])=[C:4]([CH3:27])[CH:3]=1.CCN(C(C)C)C(C)C.C1CN([P+](ON2N=NC3C=[CH:58][CH:59]=[CH:60][C:55]2=3)(N2CCCC2)N2CCCC2)CC1.F[P-](F)(F)(F)(F)F.Cl.C1([N:74](C)[OH:75])CC1. The product is [CH:59]1([CH2:58][O:75][NH:74][C:24]([C:10]2[C:9]([NH:8][C:5]3[CH:6]=[CH:7][C:2]([Br:1])=[CH:3][C:4]=3[CH3:27])=[C:22]([F:23])[C:13]3[N:14]=[CH:15][N:16]([CH2:17][CH2:18][CH2:19][CH:20]=[CH2:21])[C:12]=3[CH:11]=2)=[O:26])[CH2:60][CH2:55]1. The catalyst is C1COCC1.C(Cl)Cl.C(OCC)(=O)C. The yield is 0.700.